Dataset: Full USPTO retrosynthesis dataset with 1.9M reactions from patents (1976-2016). Task: Predict the reactants needed to synthesize the given product. (1) Given the product [F:1][C:2]1[CH:3]=[C:4]([C:9]2([OH:21])[CH2:13][CH2:12][NH:11][CH2:10]2)[CH:5]=[C:6]([F:8])[CH:7]=1, predict the reactants needed to synthesize it. The reactants are: [F:1][C:2]1[CH:3]=[C:4]([C:9]2([OH:21])[CH2:13][CH2:12][N:11](C(OC(C)(C)C)=O)[CH2:10]2)[CH:5]=[C:6]([F:8])[CH:7]=1.FC(F)(F)C(O)=O. (2) The reactants are: [Br:1][C:2]1[C:10]([CH3:11])=[CH:9][CH:8]=[CH:7][C:3]=1[C:4](O)=[O:5].[H-].[Al+3].[Li+].[H-].[H-].[H-].S([O-])([O-])(=O)=O.[Na+].[Na+]. Given the product [Br:1][C:2]1[C:10]([CH3:11])=[CH:9][CH:8]=[CH:7][C:3]=1[CH2:4][OH:5], predict the reactants needed to synthesize it. (3) Given the product [NH2:27][C:25]1[CH:24]=[CH:23][C:21]2[NH:22][C:17]([C:3]3[C:4](=[O:16])[N:5]([CH2:11][CH2:12][CH:13]([CH3:14])[CH3:15])[N:6]=[C:7]([CH:8]([CH3:10])[CH3:9])[C:2]=3[OH:1])=[N:18][S:19](=[O:30])(=[O:31])[C:20]=2[CH:26]=1, predict the reactants needed to synthesize it. The reactants are: [OH:1][C:2]1[C:7]([CH:8]([CH3:10])[CH3:9])=[N:6][N:5]([CH2:11][CH2:12][CH:13]([CH3:15])[CH3:14])[C:4](=[O:16])[C:3]=1[C:17]1[NH:22][C:21]2[CH:23]=[CH:24][C:25]([N+:27]([O-])=O)=[CH:26][C:20]=2[S:19](=[O:31])(=[O:30])[N:18]=1.NN. (4) Given the product [Cl:5][C:6]1[CH:22]=[CH:21][C:9]([O:10][C:11]2[N:12]=[CH:13][C:14]([NH2:18])=[C:15]([CH3:17])[CH:16]=2)=[CH:8][C:7]=1[C:23]([F:26])([F:24])[F:25], predict the reactants needed to synthesize it. The reactants are: C(O)C.Cl.[Cl:5][C:6]1[CH:22]=[CH:21][C:9]([O:10][C:11]2[CH:16]=[C:15]([CH3:17])[C:14]([N+:18]([O-])=O)=[CH:13][N:12]=2)=[CH:8][C:7]=1[C:23]([F:26])([F:25])[F:24]. (5) Given the product [Cl:1][C:2]1[C:3]([C:23]([F:24])([F:26])[F:25])=[CH:4][C:5]2[N:9]=[C:8]([CH:10]([OH:12])[CH3:11])[N:7]([C:13]3[CH:14]=[CH:15][C:16]([CH2:19][CH2:20][O:21][Si:27]([C:40]([CH3:43])([CH3:42])[CH3:41])([C:34]4[CH:35]=[CH:36][CH:37]=[CH:38][CH:39]=4)[C:28]4[CH:33]=[CH:32][CH:31]=[CH:30][CH:29]=4)=[CH:17][CH:18]=3)[C:6]=2[CH:22]=1, predict the reactants needed to synthesize it. The reactants are: [Cl:1][C:2]1[C:3]([C:23]([F:26])([F:25])[F:24])=[CH:4][C:5]2[N:9]=[C:8]([CH:10]([OH:12])[CH3:11])[N:7]([C:13]3[CH:18]=[CH:17][C:16]([CH2:19][CH2:20][OH:21])=[CH:15][CH:14]=3)[C:6]=2[CH:22]=1.[Si:27](Cl)([C:40]([CH3:43])([CH3:42])[CH3:41])([C:34]1[CH:39]=[CH:38][CH:37]=[CH:36][CH:35]=1)[C:28]1[CH:33]=[CH:32][CH:31]=[CH:30][CH:29]=1.C(N(CC)CC)C.O.